From a dataset of Reaction yield outcomes from USPTO patents with 853,638 reactions. Predict the reaction yield, written as a fraction of the theoretical maximum amount of product (1.0 means a 100% yield; for example, 0.34 means a 34% yield). (1) The reactants are [OH:1][C@H:2]([CH2:25]O)[C@@H:3]([N:10]1[C:18]2[C:13](=[CH:14][CH:15]=[CH:16][CH:17]=2)[C:12]2([CH2:23][CH2:22][CH2:21][CH2:20][CH2:19]2)[C:11]1=[O:24])[C:4]1[CH:9]=[CH:8][CH:7]=[CH:6][CH:5]=1.C1(C)C=CC(S(Cl)(=O)=O)=CC=1.[N:38]1C=CC=C[CH:39]=1. The catalyst is C(OCC)(=O)C. The product is [OH:1][C@H:2]([CH2:25][NH:38][CH3:39])[C@@H:3]([N:10]1[C:18]2[C:13](=[CH:14][CH:15]=[CH:16][CH:17]=2)[C:12]2([CH2:23][CH2:22][CH2:21][CH2:20][CH2:19]2)[C:11]1=[O:24])[C:4]1[CH:9]=[CH:8][CH:7]=[CH:6][CH:5]=1. The yield is 0.320. (2) The product is [C:2]1([C:35]2[CH:40]=[CH:39][CH:38]=[CH:37][CH:36]=2)[CH:34]=[CH:33][CH:32]=[C:4]([CH2:5][O:6][C@H:7]2[CH2:11][CH2:10][N:9]([C:12]([CH3:31])([CH3:30])[CH2:13][CH2:14][C:15]([C:24]3[CH:29]=[CH:28][CH:27]=[CH:26][CH:25]=3)([C:18]3[CH:23]=[CH:22][CH:21]=[CH:20][CH:19]=3)[C:16]#[N:17])[CH2:8]2)[CH:3]=1. The reactants are Br[C:2]1[CH:3]=[C:4]([CH:32]=[CH:33][CH:34]=1)[CH2:5][O:6][C@H:7]1[CH2:11][CH2:10][N:9]([C:12]([CH3:31])([CH3:30])[CH2:13][CH2:14][C:15]([C:24]2[CH:29]=[CH:28][CH:27]=[CH:26][CH:25]=2)([C:18]2[CH:23]=[CH:22][CH:21]=[CH:20][CH:19]=2)[C:16]#[N:17])[CH2:8]1.[C:35]1(B(O)O)[CH:40]=[CH:39][CH:38]=[CH:37][CH:36]=1. No catalyst specified. The yield is 0.540. (3) The reactants are [F:1][C:2]1[CH:10]=[CH:9][CH:8]=[C:7]2[C:3]=1[C:4]1([C:23]3[C:14](=[CH:15][C:16]4[O:21][CH2:20][CH2:19][O:18][C:17]=4[CH:22]=3)[O:13][CH2:12]1)[C:5](=[O:11])[NH:6]2.Cl.Cl[CH2:26][C:27]1[C:32]([C:33]([F:36])([F:35])[F:34])=[CH:31][CH:30]=[CH:29][N:28]=1.C(=O)([O-])[O-].[Cs+].[Cs+]. The catalyst is CN(C=O)C. The product is [F:1][C:2]1[CH:10]=[CH:9][CH:8]=[C:7]2[C:3]=1[C:4]1([C:23]3[C:14](=[CH:15][C:16]4[O:21][CH2:20][CH2:19][O:18][C:17]=4[CH:22]=3)[O:13][CH2:12]1)[C:5](=[O:11])[N:6]2[CH2:26][C:27]1[C:32]([C:33]([F:35])([F:34])[F:36])=[CH:31][CH:30]=[CH:29][N:28]=1. The yield is 0.820. (4) The reactants are [CH3:1][O:2][C:3]1[CH:8]=[CH:7][CH:6]=[CH:5][C:4]=1[CH:9]1[CH2:11][O:10]1.[OH:12][C:13]1[CH:20]=[CH:19][C:16]([CH:17]=[O:18])=[CH:15][CH:14]=1.[OH-].[Na+]. The catalyst is C1(C)C=CC=CC=1. The product is [OH:10][CH:9]([C:4]1[CH:5]=[CH:6][CH:7]=[CH:8][C:3]=1[O:2][CH3:1])[CH2:11][O:12][C:13]1[CH:20]=[CH:19][C:16]([CH:17]=[O:18])=[CH:15][CH:14]=1. The yield is 0.200. (5) The reactants are [CH:1]1[CH:6]=[CH:5][C:4]([CH2:7][C@H:8]([N:12]2[C:21](=[O:22])[C:20]3[C:15](=[CH:16][CH:17]=[CH:18][CH:19]=3)[C:13]2=[O:14])[C:9]([OH:11])=O)=[CH:3][CH:2]=1.[NH2:23][CH2:24][C:25]([C:27]1[CH:32]=[CH:31][CH:30]=[CH:29][CH:28]=1)=[O:26].CN([P+](ON1N=NC2C=CC=CC1=2)(N(C)C)N(C)C)C.F[P-](F)(F)(F)(F)F. The catalyst is N1C=CC=CC=1. The yield is 1.00. The product is [O:14]=[C:13]1[C:15]2[C:20](=[CH:19][CH:18]=[CH:17][CH:16]=2)[C:21](=[O:22])[N:12]1[C@@H:8]([CH2:7][C:4]1[CH:5]=[CH:6][CH:1]=[CH:2][CH:3]=1)[C:9]([NH:23][CH2:24][C:25](=[O:26])[C:27]1[CH:32]=[CH:31][CH:30]=[CH:29][CH:28]=1)=[O:11]. (6) The yield is 0.660. The catalyst is C1COCC1.CO.CC(OC)(C)C. The product is [C:22]([C:19]1[N:5]2[CH:6]=[C:7]([C:9]3[CH:14]=[CH:13][C:12]([C:15]([F:18])([F:17])[F:16])=[CH:11][CH:10]=3)[CH:8]=[C:3]([C:2]([F:1])([F:29])[F:28])[C:4]2=[N:21][CH:20]=1)#[CH:23]. The reactants are [F:1][C:2]([F:29])([F:28])[C:3]1[C:4]2[N:5]([C:19]([C:22]#[C:23][Si](C)(C)C)=[CH:20][N:21]=2)[CH:6]=[C:7]([C:9]2[CH:14]=[CH:13][C:12]([C:15]([F:18])([F:17])[F:16])=[CH:11][CH:10]=2)[CH:8]=1.C([O-])([O-])=O.[K+].[K+]. (7) The reactants are O.C1(C)C=CC(S(O)(=O)=O)=CC=1.[CH3:13][O:14][C:15](=[O:36])[CH2:16][O:17][CH2:18][C:19]#[C:20][CH2:21][N:22]1[C:27](=[O:28])[CH2:26][CH2:25][CH2:24][C@@H:23]1[CH2:29][O:30]C(OCC)C. The catalyst is CO. The product is [CH3:13][O:14][C:15](=[O:36])[CH2:16][O:17][CH2:18][C:19]#[C:20][CH2:21][N:22]1[C:27](=[O:28])[CH2:26][CH2:25][CH2:24][C@@H:23]1[CH2:29][OH:30]. The yield is 0.260.